This data is from Full USPTO retrosynthesis dataset with 1.9M reactions from patents (1976-2016). The task is: Predict the reactants needed to synthesize the given product. (1) Given the product [CH3:13][CH:12]=[CH:11][CH:10]([OH:14])[CH2:3][CH2:4][CH2:5][CH2:6][CH2:7][CH2:8][CH3:9], predict the reactants needed to synthesize it. The reactants are: [Mg].Br[CH2:3][CH2:4][CH2:5][CH2:6][CH2:7][CH2:8][CH3:9].[CH:10](=[O:14])/[CH:11]=[CH:12]/[CH3:13].[Cl-].[NH4+]. (2) Given the product [Cl:1][C:2]1[CH:3]=[C:4]([C:9]2[N:14]=[C:13]([CH2:15][CH:16]([CH3:18])[CH3:17])[N:12]=[C:11]([Cl:24])[C:10]=2[C:20]#[N:21])[CH:5]=[CH:6][C:7]=1[Cl:8], predict the reactants needed to synthesize it. The reactants are: [Cl:1][C:2]1[CH:3]=[C:4]([C:9]2[N:14]=[C:13]([CH2:15][CH:16]([CH3:18])[CH3:17])[N:12]=[C:11](O)[C:10]=2[C:20]#[N:21])[CH:5]=[CH:6][C:7]=1[Cl:8].O=P(Cl)(Cl)[Cl:24].C(=O)([O-])[O-].[K+].[K+]. (3) The reactants are: [NH2:1][N:2]1[N:11]=[C:10]([C:12]2[CH:17]=[CH:16][CH:15]=[C:14]([Cl:18])[CH:13]=2)[C:9]2[C:4](=[CH:5][CH:6]=[CH:7][CH:8]=2)[C:3]1=[O:19].[Cl:20][C:21]1[CH:26]=[CH:25][C:24]([CH2:27][C:28](O)=[O:29])=[CH:23][CH:22]=1. Given the product [Cl:20][C:21]1[CH:26]=[CH:25][C:24]([CH2:27][C:28]([NH:1][N:2]2[N:11]=[C:10]([C:12]3[CH:17]=[CH:16][CH:15]=[C:14]([Cl:18])[CH:13]=3)[C:9]3[C:4](=[CH:5][CH:6]=[CH:7][CH:8]=3)[C:3]2=[O:19])=[O:29])=[CH:23][CH:22]=1, predict the reactants needed to synthesize it. (4) Given the product [NH2:26][C:22]([C:17]1[CH:16]=[CH:15][C:14]2[C:19](=[CH:20][CH:21]=[C:12]([O:11][C@H:8]3[CH2:7][CH2:6][C@H:5]([C:1]([CH3:4])([CH3:3])[CH3:2])[CH2:10][CH2:9]3)[C:13]=2[C:29]([F:31])([F:32])[F:30])[CH:18]=1)([CH3:25])[CH2:23][OH:24], predict the reactants needed to synthesize it. The reactants are: [C:1]([C@H:5]1[CH2:10][CH2:9][C@H:8]([O:11][C:12]2[C:13]([C:29]([F:32])([F:31])[F:30])=[C:14]3[C:19](=[CH:20][CH:21]=2)[CH:18]=[C:17]([C:22]([N+:26]([O-])=O)([CH3:25])[CH2:23][OH:24])[CH:16]=[CH:15]3)[CH2:7][CH2:6]1)([CH3:4])([CH3:3])[CH3:2]. (5) Given the product [CH3:2][S:3]([C:6]1[CH:11]=[CH:10][C:9]([N:12]2[C:16]3=[N:17][CH:18]=[N:19][C:20]([O:21][CH:22]4[CH2:27][CH2:26][N:25]([CH2:39][C:37](=[O:38])[CH2:35][CH3:36])[CH2:24][CH2:23]4)=[C:15]3[CH:14]=[N:13]2)=[CH:8][CH:7]=1)(=[O:4])=[O:5], predict the reactants needed to synthesize it. The reactants are: Cl.[CH3:2][S:3]([C:6]1[CH:11]=[CH:10][C:9]([N:12]2[C:16]3=[N:17][CH:18]=[N:19][C:20]([O:21][CH:22]4[CH2:27][CH2:26][NH:25][CH2:24][CH2:23]4)=[C:15]3[CH:14]=[N:13]2)=[CH:8][CH:7]=1)(=[O:5])=[O:4].CCN(CC)CC.[CH2:35]([C:37]([CH2:39]Br)=[O:38])[CH3:36].C(O)(C(F)(F)F)=O. (6) Given the product [F:25][C:22]1[CH:21]=[CH:20][C:19]([C:15]2[O:16][C:17]([CH3:18])=[C:13]([CH2:12][O:11][CH:7]3[CH2:8][CH2:9][CH2:10][CH:5]([CH2:33][CH:32]=[O:36])[CH2:6]3)[N:14]=2)=[CH:24][CH:23]=1, predict the reactants needed to synthesize it. The reactants are: C(O[CH:5]1[CH2:10][CH2:9][CH2:8][CH:7]([O:11][CH2:12][C:13]2[N:14]=[C:15]([C:19]3[CH:24]=[CH:23][C:22]([F:25])=[CH:21][CH:20]=3)[O:16][C:17]=2[CH3:18])[CH2:6]1)C=C.I([O-])(=O)(=O)=O.[Na+].[C:32]([O:36]C)(C)(C)[CH3:33]. (7) Given the product [Cl:1][C:2]1[CH:11]=[C:10]([CH:12]([NH2:32])[CH3:13])[C:9]([N:15]2[CH2:19][CH2:18][CH:17]([C:20]3[CH:25]=[CH:24][CH:23]=[CH:22][CH:21]=3)[CH2:16]2)=[C:8]2[C:3]=1[CH:4]=[CH:5][CH:6]=[N:7]2, predict the reactants needed to synthesize it. The reactants are: [Cl:1][C:2]1[CH:11]=[C:10]([C:12](=O)[CH3:13])[C:9]([N:15]2[CH2:19][CH2:18][CH:17]([C:20]3[CH:25]=[CH:24][CH:23]=[CH:22][CH:21]=3)[CH2:16]2)=[C:8]2[C:3]=1[CH:4]=[CH:5][CH:6]=[N:7]2.C([O-])(=O)C.[NH4+].C([BH3-])#[N:32].[Na+].O1CCCC1.